From a dataset of hERG potassium channel inhibition data for cardiac toxicity prediction from Karim et al.. Regression/Classification. Given a drug SMILES string, predict its toxicity properties. Task type varies by dataset: regression for continuous values (e.g., LD50, hERG inhibition percentage) or binary classification for toxic/non-toxic outcomes (e.g., AMES mutagenicity, cardiotoxicity, hepatotoxicity). Dataset: herg_karim. (1) The molecule is C[C@@H]1CCCN1CCCOc1ccc(N2CCN(C(=O)c3ccc(F)cc3F)CC2=O)cc1.O=CO. The result is 1 (blocker). (2) The molecule is C/C=C1/N(C)C(C)CC1(c1ccccc1)c1ccccc1. The result is 0 (non-blocker). (3) The molecule is CNCc1cc(C(=O)NC)ccc1Oc1ccc(Cl)cc1OC. The result is 1 (blocker). (4) The result is 0 (non-blocker). The drug is CC#CCn1c(N2CCCC(N)C2)c(C#N)c2c1c(=O)n(CC(=O)c1cccc(OC)c1)c(=O)n2C. (5) The molecule is CC(N(C)C)C1(c2ccc(Cl)c(Cl)c2)CCCCC1. The result is 0 (non-blocker).